Dataset: Reaction yield outcomes from USPTO patents with 853,638 reactions. Task: Predict the reaction yield, written as a fraction of the theoretical maximum amount of product (1.0 means a 100% yield; for example, 0.34 means a 34% yield). (1) The yield is 0.360. The product is [Cl:2][C:3]1[CH:17]=[CH:16][C:6]2[NH:7][C:8]3[S:9][CH:10]=[CH:11][C:12]=3[C:13]([N:15]3[CH2:25][CH2:24][NH:23][C@@H:22]([CH2:21][CH2:20][O:19][CH3:18])[CH2:27]3)=[N:14][C:5]=2[CH:4]=1. The catalyst is C(OCC)(=O)C. The reactants are Cl.[Cl:2][C:3]1[CH:17]=[CH:16][C:6]2[NH:7][C:8]3[S:9][CH:10]=[CH:11][C:12]=3[C:13]([NH2:15])=[N:14][C:5]=2[CH:4]=1.[CH3:18][O:19][CH2:20][CH2:21][C@H:22]1[CH2:27]N[CH2:25][CH2:24][NH:23]1.CS(C)=O.C1(C)C=CC=CC=1. (2) The reactants are [OH:1][CH:2]1[CH2:10][C:9]2[C:4](=[CH:5][CH:6]=[CH:7][CH:8]=2)[CH:3]1[NH:11][C:12]([C:14]1[CH:19]=[C:18]([CH3:20])[N:17]2[N:21]=[C:22]([C:24]([OH:26])=[O:25])[CH:23]=[C:16]2[N:15]=1)=[O:13].O[CH2:28][C:29]1[O:30][C:31]2[CH:37]=[CH:36][CH:35]=[CH:34][C:32]=2[CH:33]=1.CCN=C=NCCCN(C)C.Cl. The catalyst is C1COCC1.CN(C1C=CN=CC=1)C. The product is [O:30]1[C:31]2[CH:37]=[CH:36][CH:35]=[CH:34][C:32]=2[CH:33]=[C:29]1[CH2:28][O:25][C:24]([C:22]1[CH:23]=[C:16]2[N:15]=[C:14]([C:12](=[O:13])[NH:11][C@@H:3]3[C:4]4[C:9](=[CH:8][CH:7]=[CH:6][CH:5]=4)[CH2:10][C@@H:2]3[OH:1])[CH:19]=[C:18]([CH3:20])[N:17]2[N:21]=1)=[O:26]. The yield is 0.840. (3) The reactants are Cl[CH2:2][C:3]1[N:4]=[C:5]([N:9]2[CH2:14][CH2:13][O:12][CH2:11][CH2:10]2)[S:6][C:7]=1[CH3:8].[O:15]=[CH:16][C:17]1[CH:25]=[CH:24][C:22]([OH:23])=[C:19]([O:20][CH3:21])[CH:18]=1.C(=O)([O-])[O-].[K+].[K+].CN(C)C=O. The catalyst is O. The product is [CH3:21][O:20][C:19]1[CH:18]=[C:17]([CH:25]=[CH:24][C:22]=1[O:23][CH2:2][C:3]1[N:4]=[C:5]([N:9]2[CH2:14][CH2:13][O:12][CH2:11][CH2:10]2)[S:6][C:7]=1[CH3:8])[CH:16]=[O:15]. The yield is 0.960. (4) The reactants are [OH-].[Na+].[NH:3]1[CH2:7][CH2:6][CH2:5][C:4]1=[O:8].[C:9]([O:13]C)(=[O:12])[CH:10]=[CH2:11]. The catalyst is C1COCC1. The product is [O:8]=[C:4]1[CH2:5][CH2:6][CH2:7][N:3]1[CH2:11][CH2:10][C:9]([OH:13])=[O:12]. The yield is 0.450. (5) The reactants are [N:1]1([C:7]2[C:16]3[C:11](=[CH:12][CH:13]=[CH:14][CH:15]=3)[N:10]=[C:9]([C:17]3[CH:22]=[CH:21][CH:20]=[CH:19][C:18]=3[OH:23])[N:8]=2)[CH2:6][CH2:5][NH:4][CH2:3][CH2:2]1.C(N(CC)CC)C.[OH:31][C@H:32]([CH2:36][CH3:37])[C:33](O)=[O:34].CN(C(ON1N=NC2C=CC=NC1=2)=[N+](C)C)C.F[P-](F)(F)(F)(F)F. The catalyst is C(Cl)Cl. The yield is 0.880. The product is [OH:31][C@H:32]([CH2:36][CH3:37])[C:33]([N:4]1[CH2:3][CH2:2][N:1]([C:7]2[C:16]3[C:11](=[CH:12][CH:13]=[CH:14][CH:15]=3)[N:10]=[C:9]([C:17]3[CH:22]=[CH:21][CH:20]=[CH:19][C:18]=3[OH:23])[N:8]=2)[CH2:6][CH2:5]1)=[O:34]. (6) The yield is 0.170. The product is [CH3:1][C:2]1[CH:7]=[C:6]([N+:8]([O-:10])=[O:9])[CH:5]=[CH:4][C:3]=1[O:11][CH2:21][CH2:22][N:23]1[CH2:27][CH2:26][CH2:25][CH2:24]1. The catalyst is C(#N)C. The reactants are [CH3:1][C:2]1[CH:7]=[C:6]([N+:8]([O-:10])=[O:9])[CH:5]=[CH:4][C:3]=1[OH:11].C(=O)([O-])[O-].[Cs+].[Cs+].[I-].[K+].Cl[CH2:21][CH2:22][N:23]1[CH2:27][CH2:26][CH2:25][CH2:24]1. (7) The reactants are [C:1]([O:5][C:6](=[O:20])[NH:7][C@H:8]1[CH2:13][CH2:12][C@H:11]([C:14](=[O:19])[N:15]([O:17][CH3:18])[CH3:16])[CH2:10][CH2:9]1)([CH3:4])([CH3:3])[CH3:2].[H-].[Na+].I[CH3:24].OS([O-])(=O)=O.[K+]. The catalyst is CN(C=O)C.O.CCOCC. The product is [C:1]([O:5][C:6](=[O:20])[N:7]([C@H:8]1[CH2:13][CH2:12][C@H:11]([C:14](=[O:19])[N:15]([O:17][CH3:18])[CH3:16])[CH2:10][CH2:9]1)[CH3:24])([CH3:4])([CH3:2])[CH3:3]. The yield is 0.840. (8) The reactants are [CH3:1][C:2]1[N:3]=[C:4]2[CH:9]=[CH:8][C:7]([CH:10]=O)=[CH:6][N:5]2[C:12]=1[C:13]1[S:14][C:15]([C:24]2[N:28]=[CH:27][N:26](C3CCCCO3)[N:25]=2)=[C:16]([C:18]2[CH:23]=[CH:22][CH:21]=[CH:20][CH:19]=2)[N:17]=1.[NH2:35][CH2:36][CH2:37][NH:38][C:39](OC(C)(C)C)=O.C(Cl)Cl.C(O)(=O)C.C(O[BH-](OC(=O)C)OC(=O)C)(=O)C.[Na+].C=O.FC(F)(F)C(O)=O. No catalyst specified. The product is [CH3:39][N:38]([CH2:10][C:7]1[CH:8]=[CH:9][C:4]2[N:5]([C:12]([C:13]3[S:14][C:15]([C:24]4[NH:28][CH:27]=[N:26][N:25]=4)=[C:16]([C:18]4[CH:23]=[CH:22][CH:21]=[CH:20][CH:19]=4)[N:17]=3)=[C:2]([CH3:1])[N:3]=2)[CH:6]=1)[CH2:37][CH2:36][NH2:35]. The yield is 0.138. (9) The reactants are [OH-].[Na+].[Br:3][C:4]1[CH:5]=[CH:6][C:7]2[N:8]([CH2:18][CH:19]([OH:24])[C:20]([O:22]C)=[O:21])[C:9]3[C:14]([C:15]=2[CH:16]=1)=[CH:13][C:12]([Br:17])=[CH:11][CH:10]=3. The catalyst is CCO. The product is [Br:17][C:12]1[CH:11]=[CH:10][C:9]2[N:8]([CH2:18][CH:19]([OH:24])[C:20]([OH:22])=[O:21])[C:7]3[C:15]([C:14]=2[CH:13]=1)=[CH:16][C:4]([Br:3])=[CH:5][CH:6]=3. The yield is 0.990.